The task is: Predict which catalyst facilitates the given reaction.. This data is from Catalyst prediction with 721,799 reactions and 888 catalyst types from USPTO. (1) Reactant: C(OC([NH:8][C@H:9]([C:37](=[O:39])N)[CH2:10][C:11]1[CH:16]=[CH:15][C:14]([O:17][C:18](=[O:26])[C:19]2[CH:24]=[CH:23][C:22]([CH3:25])=[CH:21][CH:20]=2)=[C:13]([O:27][C:28](=[O:36])[C:29]2[CH:34]=[CH:33][C:32]([CH3:35])=[CH:31][CH:30]=2)[CH:12]=1)=O)(C)(C)C.[ClH:40].CC[O:43]CC. Product: [Cl-:40].[CH3:35][C:32]1[CH:31]=[CH:30][C:29]([C:28]([O:27][C:13]2[CH:12]=[C:11]([CH2:10][C@H:9]([NH3+:8])[C:37]([OH:39])=[O:43])[CH:16]=[CH:15][C:14]=2[O:17][C:18](=[O:26])[C:19]2[CH:24]=[CH:23][C:22]([CH3:25])=[CH:21][CH:20]=2)=[O:36])=[CH:34][CH:33]=1. The catalyst class is: 12. (2) Reactant: C[N:2]1C(C)=C[CH:4]=[C:3]1[C:8]([O:10][CH2:11]C)=O.ClS(O)(=O)=O.Cl[S:19]([C:22]1[CH:23]=[C:24]([C:29]([O:31][CH2:32][CH3:33])=[O:30])[N:25]([CH3:28])[C:26]=1[CH3:27])(=[O:21])=[O:20].CCN(C(C)C)C(C)C.CC1(N)COC1. Product: [CH3:28][N:25]1[C:26]([CH3:27])=[C:22]([S:19](=[O:21])(=[O:20])[NH:2][C:3]2([CH3:4])[CH2:11][O:10][CH2:8]2)[CH:23]=[C:24]1[C:29]([O:31][CH2:32][CH3:33])=[O:30]. The catalyst class is: 47. (3) Reactant: FC(F)(F)S(O[C:7]1[C:15]2[C:10](=[C:11]([O:16][CH3:17])[N:12]=[CH:13][CH:14]=2)[N:9]([C:18]2[CH:23]=[CH:22][C:21]([S:24](=[O:27])(=[O:26])[NH2:25])=[CH:20][CH:19]=2)[N:8]=1)(=O)=O.[C:30]1(B2OC(C)(C)C(C)(C)O2)[CH2:34][CH2:33][CH2:32][CH:31]=1.C(=O)([O-])[O-].[Na+].[Na+].O. Product: [C:30]1([C:7]2[C:15]3[C:10](=[C:11]([O:16][CH3:17])[N:12]=[CH:13][CH:14]=3)[N:9]([C:18]3[CH:23]=[CH:22][C:21]([S:24]([NH2:25])(=[O:27])=[O:26])=[CH:20][CH:19]=3)[N:8]=2)[CH2:34][CH2:33][CH2:32][CH:31]=1. The catalyst class is: 104. (4) Reactant: [CH2:1]([OH:3])[CH3:2].[CH2:4]([C@@H:6]1[O:8][CH2:7]1)[Cl:5].[C]=O.C1C[O:14][CH2:13]C1. Product: [CH2:1]([O:3][C:13](=[O:14])[CH2:7][C@@H:6]([OH:8])[CH2:4][Cl:5])[CH3:2]. The catalyst class is: 277. (5) Reactant: Cl[C:2]1[N:3]=[C:4]([Cl:14])[C:5]2[CH:10]([CH3:11])[S:9](=[O:13])(=[O:12])[CH2:8][C:6]=2[N:7]=1.CCN(CC)CC.[CH3:22][C@H:23]1[CH2:28][O:27][CH2:26][CH2:25][NH:24]1. Product: [Cl:14][C:4]1[C:5]2[CH:10]([CH3:11])[S:9](=[O:13])(=[O:12])[CH2:8][C:6]=2[N:7]=[C:2]([N:24]2[CH2:25][CH2:26][O:27][CH2:28][C@@H:23]2[CH3:22])[N:3]=1. The catalyst class is: 3. (6) Reactant: [F:1][C:2]1[CH:3]=[C:4]([C:9]2[N:14]3[N:15]=[C:16]([CH3:19])[C:17](I)=[C:13]3[N:12]=[C:11]([N:20]3[CH2:24][CH2:23][CH2:22][C@H:21]3[CH2:25][OH:26])[CH:10]=2)[CH:5]=[C:6]([F:8])[CH:7]=1.[F:27][CH:28]([F:38])[C:29]1[CH:34]=[CH:33][C:32](B(O)O)=[CH:31][CH:30]=1.C1(C)C=CC=CC=1.C([O-])(O)=O.[Na+]. Product: [F:27][CH:28]([F:38])[C:29]1[CH:34]=[CH:33][C:32]([C:17]2[C:16]([CH3:19])=[N:15][N:14]3[C:9]([C:4]4[CH:3]=[C:2]([F:1])[CH:7]=[C:6]([F:8])[CH:5]=4)=[CH:10][C:11]([N:20]4[CH2:24][CH2:23][CH2:22][C@H:21]4[CH2:25][OH:26])=[N:12][C:13]=23)=[CH:31][CH:30]=1. The catalyst class is: 461.